From a dataset of TCR-epitope binding with 47,182 pairs between 192 epitopes and 23,139 TCRs. Binary Classification. Given a T-cell receptor sequence (or CDR3 region) and an epitope sequence, predict whether binding occurs between them. (1) The TCR CDR3 sequence is CASIRGQDYNEQFF. Result: 1 (the TCR binds to the epitope). The epitope is LPPAYTNSF. (2) The epitope is DPFRLLQNSQVFS. The TCR CDR3 sequence is CASTNIISGANVLTF. Result: 1 (the TCR binds to the epitope). (3) The epitope is FLNRFTTTL. The TCR CDR3 sequence is CASSSDRGSTYNEQFF. Result: 0 (the TCR does not bind to the epitope). (4) The epitope is EEHVQIHTI. The TCR CDR3 sequence is CASSLGANVLTF. Result: 1 (the TCR binds to the epitope). (5) The epitope is YVFCTVNAL. The TCR CDR3 sequence is CASSVVGGGRTDTQYF. Result: 0 (the TCR does not bind to the epitope).